Dataset: Forward reaction prediction with 1.9M reactions from USPTO patents (1976-2016). Task: Predict the product of the given reaction. (1) The product is: [O:1]=[C:2]1[C:6]2([CH2:7][CH2:8][N:9]([CH2:30][CH2:31][CH2:32][N:33]3[C:37]4[CH:38]=[CH:39][CH:40]=[CH:41][C:36]=4[NH:35][C:34]3=[O:42])[CH2:10][CH2:11]2)[N:5]([C:12]2[CH:17]=[CH:16][CH:15]=[CH:14][CH:13]=2)[CH2:4][N:3]1[C@H:18]([C:23]1[CH:24]=[CH:25][CH:26]=[CH:27][CH:28]=1)[C:19]([O:21][CH3:22])=[O:20]. Given the reactants [O:1]=[C:2]1[C:6]2([CH2:11][CH2:10][NH:9][CH2:8][CH2:7]2)[N:5]([C:12]2[CH:17]=[CH:16][CH:15]=[CH:14][CH:13]=2)[CH2:4][N:3]1[C@H:18]([C:23]1[CH:28]=[CH:27][CH:26]=[CH:25][CH:24]=1)[C:19]([O:21][CH3:22])=[O:20].I[CH2:30][CH2:31][CH2:32][N:33]1[C:37]2[CH:38]=[CH:39][CH:40]=[CH:41][C:36]=2[NH:35][C:34]1=[O:42].C(=O)([O-])[O-].[K+].[K+].CO, predict the reaction product. (2) Given the reactants C([N:8]1[CH2:28][CH2:27][C:11]2[N:12]=[CH:13][N:14]=[C:15]([NH:16][C:17]3[CH:18]=[N:19][C:20]([C:23]([F:26])([F:25])[F:24])=[CH:21][CH:22]=3)[C:10]=2[CH2:9]1)C1C=CC=CC=1, predict the reaction product. The product is: [F:25][C:23]([F:24])([F:26])[C:20]1[N:19]=[CH:18][C:17]([NH:16][C:15]2[C:10]3[CH2:9][NH:8][CH2:28][CH2:27][C:11]=3[N:12]=[CH:13][N:14]=2)=[CH:22][CH:21]=1. (3) Given the reactants C[Si]([N-][Si](C)(C)C)(C)C.[Li+].[N:11]1[CH:16]=[CH:15][N:14]=[CH:13][C:12]=1[C:17](=[O:19])[CH3:18].[C:20](OC)(=[O:25])[C:21]([O:23][CH3:24])=[O:22].C(OCC)C, predict the reaction product. The product is: [N:11]1[CH:16]=[CH:15][N:14]=[CH:13][C:12]=1[C:17](=[O:19])[CH2:18][C:20](=[O:25])[C:21]([O:23][CH3:24])=[O:22]. (4) Given the reactants [NH2:1][C:2]([C:4]1[O:5][C:6]2[CH:27]=[CH:26][C:25]([Br:28])=[CH:24][C:7]=2[C:8]=1[NH:9][C:10]([C@@H:12]1[CH2:16][CH2:15][CH2:14][N:13]1C(OC(C)(C)C)=O)=[O:11])=[O:3].[ClH:29], predict the reaction product. The product is: [ClH:29].[NH2:1][C:2]([C:4]1[O:5][C:6]2[CH:27]=[CH:26][C:25]([Br:28])=[CH:24][C:7]=2[C:8]=1[NH:9][C:10](=[O:11])[C@@H:12]1[CH2:16][CH2:15][CH2:14][NH:13]1)=[O:3]. (5) Given the reactants COC([C:5]1([CH2:21][C:22]2[CH:27]=[CH:26][C:25]([Cl:28])=[CH:24][CH:23]=2)[CH2:9][CH2:8][C:7]([CH2:15][O:16][CH2:17][O:18][CH3:19])([CH2:10][O:11][CH2:12][O:13][CH3:14])[C:6]1=[O:20])=O.C(N(CC)CC)C.Cl.C(N(CC)CC)C.O.C(=O)(O)[O-].[Na+], predict the reaction product. The product is: [Cl:28][C:25]1[CH:24]=[CH:23][C:22]([CH2:21][CH:5]2[C:6](=[O:20])[C:7]([CH2:10][O:11][CH2:12][O:13][CH3:14])([CH2:15][O:16][CH2:17][O:18][CH3:19])[CH2:8][CH2:9]2)=[CH:27][CH:26]=1.